This data is from Peptide-MHC class I binding affinity with 185,985 pairs from IEDB/IMGT. The task is: Regression. Given a peptide amino acid sequence and an MHC pseudo amino acid sequence, predict their binding affinity value. This is MHC class I binding data. (1) The peptide sequence is ETGFVIPEI. The MHC is HLA-A68:02 with pseudo-sequence HLA-A68:02. The binding affinity (normalized) is 0.663. (2) The peptide sequence is RLLDDLVIV. The MHC is HLA-A02:01 with pseudo-sequence HLA-A02:01. The binding affinity (normalized) is 1.00. (3) The peptide sequence is HLRGFSKSI. The MHC is HLA-A02:01 with pseudo-sequence HLA-A02:01. The binding affinity (normalized) is 0. (4) The peptide sequence is SPAIFQYTMR. The MHC is Mamu-A2201 with pseudo-sequence Mamu-A2201. The binding affinity (normalized) is 0.317. (5) The peptide sequence is FAAPHRGVA. The MHC is HLA-A69:01 with pseudo-sequence HLA-A69:01. The binding affinity (normalized) is 0.0847. (6) The peptide sequence is YVTVFYGVPAW. The MHC is Mamu-B52 with pseudo-sequence Mamu-B52. The binding affinity (normalized) is 0.425. (7) The peptide sequence is QSKNSKFK. The MHC is Mamu-B08 with pseudo-sequence Mamu-B08. The binding affinity (normalized) is 0. (8) The peptide sequence is YAAQGYKVL. The MHC is HLA-A01:01 with pseudo-sequence HLA-A01:01. The binding affinity (normalized) is 0. (9) The peptide sequence is FKRKGGIGGY. The MHC is HLA-A31:01 with pseudo-sequence HLA-A31:01. The binding affinity (normalized) is 0. (10) The binding affinity (normalized) is 0.270. The peptide sequence is CLWWTCYMLV. The MHC is HLA-A02:06 with pseudo-sequence HLA-A02:06.